From a dataset of Forward reaction prediction with 1.9M reactions from USPTO patents (1976-2016). Predict the product of the given reaction. (1) Given the reactants [C:1]1([CH:7](Br)[C:8]2[CH:13]=[CH:12][CH:11]=[CH:10][CH:9]=2)[CH:6]=[CH:5][CH:4]=[CH:3][CH:2]=1.[N:15]1[CH:20]=[CH:19][CH:18]=[CH:17][C:16]=1[NH:21][CH2:22][CH2:23]O.CN1C=CN=C1.[O:31]1CCCC1, predict the reaction product. The product is: [N:15]1[CH:20]=[CH:19][CH:18]=[CH:17][C:16]=1[N:21]([CH:22]([OH:31])[CH3:23])[CH:7]([C:8]1[CH:13]=[CH:12][CH:11]=[CH:10][CH:9]=1)[C:1]1[CH:6]=[CH:5][CH:4]=[CH:3][CH:2]=1. (2) Given the reactants [CH2:1]([O:3][C:4](=[O:23])[CH2:5][N:6]([CH:20]1[CH2:22][CH2:21]1)[C:7](=[O:19])[C:8]1[CH:13]=[CH:12][C:11]([O:14][C:15]([F:18])([F:17])[F:16])=[CH:10][CH:9]=1)[CH3:2].[C:24](O)(=[O:31])[C:25]1[CH:30]=[CH:29][CH:28]=[N:27][CH:26]=1, predict the reaction product. The product is: [CH2:1]([O:3][C:4](=[O:23])[CH:5]([N:6]([CH:20]1[CH2:22][CH2:21]1)[C:7](=[O:19])[C:8]1[CH:9]=[CH:10][C:11]([O:14][C:15]([F:16])([F:17])[F:18])=[CH:12][CH:13]=1)[C:24](=[O:31])[C:25]1[CH:26]=[N:27][CH:28]=[CH:29][CH:30]=1)[CH3:2]. (3) Given the reactants [CH:1]1([NH:4][C:5]2[CH:13]=[C:12]([F:14])[C:11]([F:15])=[CH:10][C:6]=2[C:7]([OH:9])=O)[CH2:3][CH2:2]1.CCN=C=NCCCN(C)C.C1C=CC2N(O)N=NC=2C=1.CCN(C(C)C)C(C)C.[CH3:46][C:47]([NH2:51])([C:49]#[CH:50])[CH3:48], predict the reaction product. The product is: [CH:1]1([NH:4][C:5]2[CH:13]=[C:12]([F:14])[C:11]([F:15])=[CH:10][C:6]=2[C:7]([NH:51][C:47]([CH3:48])([C:49]#[CH:50])[CH3:46])=[O:9])[CH2:2][CH2:3]1. (4) The product is: [F:21][C:22]([F:35])([F:36])[C:23]1[CH:24]=[C:25]([NH:33][NH:34][C:11](=[O:13])[CH:10]([C:3]2[C:4]([O:8][CH3:9])=[CH:5][CH:6]=[CH:7][C:2]=2[F:1])[N:14]2[CH2:19][CH2:18][N:17]([CH3:20])[CH2:16][CH2:15]2)[CH:26]=[C:27]([C:29]([F:32])([F:30])[F:31])[CH:28]=1. Given the reactants [F:1][C:2]1[CH:7]=[CH:6][CH:5]=[C:4]([O:8][CH3:9])[C:3]=1[CH:10]([N:14]1[CH2:19][CH2:18][N:17]([CH3:20])[CH2:16][CH2:15]1)[C:11]([OH:13])=O.[F:21][C:22]([F:36])([F:35])[C:23]1[CH:24]=[C:25]([NH:33][NH2:34])[CH:26]=[C:27]([C:29]([F:32])([F:31])[F:30])[CH:28]=1.CN1CCOCC1.F[P-](F)(F)(F)(F)F.N1(O[P+](N(C)C)(N(C)C)N(C)C)C2C=CC=CC=2N=N1.[OH-].[Na+], predict the reaction product.